This data is from Full USPTO retrosynthesis dataset with 1.9M reactions from patents (1976-2016). The task is: Predict the reactants needed to synthesize the given product. (1) Given the product [Br:32][C:33]1[CH:34]=[C:35]([CH2:36][C:10]([C:11]2[CH:16]=[CH:15][CH:14]=[C:13]([CH3:17])[N:12]=2)=[O:43])[CH:38]=[CH:39][C:40]=1[F:41], predict the reactants needed to synthesize it. The reactants are: C1(C2C=CC=CC=2N(C2C=CC=CC=2)[CH:10](P(=O)([O-])[O-])[C:11]2[CH:16]=[CH:15][CH:14]=[C:13]([CH3:17])[N:12]=2)C=CC=CC=1.[Br:32][C:33]1[CH:34]=[C:35]([CH:38]=[CH:39][C:40]=1[F:41])[CH:36]=O.C(=O)([O-])[O-:43].[Cs+].[Cs+].Cl. (2) Given the product [CH2:10]([O:9][C:3](=[O:8])[CH:4]([C:13]1[C:14]([N+:21]([O-:23])=[O:22])=[CH:15][CH:16]=[C:17]([F:20])[C:18]=1[F:19])[C:5](=[O:6])[CH3:7])[CH3:11], predict the reactants needed to synthesize it. The reactants are: [H-].[Na+].[C:3]([O:9][CH2:10][CH3:11])(=[O:8])[CH2:4][C:5]([CH3:7])=[O:6].F[C:13]1[C:18]([F:19])=[C:17]([F:20])[CH:16]=[CH:15][C:14]=1[N+:21]([O-:23])=[O:22].Cl. (3) Given the product [CH2:10]([C:13]1[C:17]([C:18](=[O:20])[CH:19]=[O:3])=[CH:16][NH:15][N:14]=1)[CH2:11][CH3:12], predict the reactants needed to synthesize it. The reactants are: C(C1C=CC=CC=1)(=[O:3])C.[CH2:10]([C:13]1[C:17]([C:18](=[O:20])[CH3:19])=[CH:16][NH:15][N:14]=1)[CH2:11][CH3:12]. (4) The reactants are: [NH2:1][C:2]1[N:7]=[C:6](SC)[C:5]([C:10]2[CH:11]=[CH:12][C:13](=[O:19])[N:14]([CH:16]([CH3:18])[CH3:17])[N:15]=2)=[C:4]([C:20]2[CH:25]=[CH:24][CH:23]=[CH:22][CH:21]=2)[N:3]=1.OO.NC(N)=[O:30].NC(N)=O.[H][H].O. Given the product [NH2:1][C:2]1[NH:7][C:6](=[O:30])[C:5]([C:10]2[CH:11]=[CH:12][C:13](=[O:19])[N:14]([CH:16]([CH3:18])[CH3:17])[N:15]=2)=[C:4]([C:20]2[CH:25]=[CH:24][CH:23]=[CH:22][CH:21]=2)[N:3]=1, predict the reactants needed to synthesize it. (5) Given the product [Br:18][C:2]([Br:1])=[C:3]([C:11]1[CH:16]=[CH:15][CH:14]=[CH:13][C:12]=1[NH:17][CH:21]([CH3:23])[CH3:22])[C:4]1[CH:9]=[CH:8][C:7]([F:10])=[CH:6][CH:5]=1, predict the reactants needed to synthesize it. The reactants are: [Br:1][C:2]([Br:18])=[C:3]([C:11]1[CH:16]=[CH:15][CH:14]=[CH:13][C:12]=1[NH2:17])[C:4]1[CH:9]=[CH:8][C:7]([F:10])=[CH:6][CH:5]=1.CO[C:21]([CH3:23])=[CH2:22].CC(O)=O.